The task is: Predict the reactants needed to synthesize the given product.. This data is from Full USPTO retrosynthesis dataset with 1.9M reactions from patents (1976-2016). Given the product [CH3:1][NH:2][CH2:3][CH2:4][C@H:5]([O:11][C:12]1[C:17]2[C:16](=[CH:21][CH:20]=[CH:19][CH:18]=2)[CH:15]=[CH:14][CH:13]=1)[C:6]1[S:10][CH:9]=[CH:8][CH:7]=1.[ClH:22], predict the reactants needed to synthesize it. The reactants are: [CH3:1][NH:2][CH2:3][CH2:4][C@H:5]([O:11][C:12]1[CH:13]=[CH:14][CH:15]=[C:16]2[CH:21]=[CH:20][CH:19]=[CH:18][C:17]=12)[C:6]1[S:10][CH:9]=[CH:8][CH:7]=1.[ClH:22].